This data is from Reaction yield outcomes from USPTO patents with 853,638 reactions. The task is: Predict the reaction yield, written as a fraction of the theoretical maximum amount of product (1.0 means a 100% yield; for example, 0.34 means a 34% yield). (1) The reactants are [Br:1][C:2]1[CH:3]=[N:4][C:5]([CH:8]=[CH2:9])=[N:6][CH:7]=1.[CH3:10][NH:11][CH3:12]. The catalyst is CO. The product is [Br:1][C:2]1[CH:3]=[N:4][C:5]([CH2:8][CH2:9][N:11]([CH3:12])[CH3:10])=[N:6][CH:7]=1. The yield is 0.300. (2) The reactants are Cl[C:2]1[C:3](=[O:16])[NH:4][C:5]2[C:10]([N:11]=1)=[CH:9][C:8]([C:12]([O:14][CH3:15])=[O:13])=[CH:7][CH:6]=2.CC[N:19]([CH:23]([CH3:25])[CH3:24])[CH:20](C)C.Cl.CNC1CC1. The catalyst is CS(C)=O. The product is [CH:23]1([N:19]([CH3:20])[C:2]2[C:3](=[O:16])[NH:4][C:5]3[C:10]([N:11]=2)=[CH:9][C:8]([C:12]([O:14][CH3:15])=[O:13])=[CH:7][CH:6]=3)[CH2:24][CH2:25]1. The yield is 0.350. (3) The reactants are C([O:3][C:4]([C:6]1[C:7]([C:12]2[CH:17]=[CH:16][CH:15]=[C:14]([F:18])[CH:13]=2)=[N:8][O:9][C:10]=1[CH3:11])=O)C.[H-].[Al+3].[Li+].[H-].[H-].[H-].O.[OH-].[Na+]. The catalyst is C1COCC1. The product is [F:18][C:14]1[CH:13]=[C:12]([C:7]2[C:6]([CH2:4][OH:3])=[C:10]([CH3:11])[O:9][N:8]=2)[CH:17]=[CH:16][CH:15]=1. The yield is 0.750. (4) The reactants are [C:1]([C:5]1[CH:10]=[CH:9][C:8]([N+:11]([O-:13])=[O:12])=[CH:7][C:6]=1[S:14](Cl)(=[O:16])=[O:15])([CH3:4])([CH3:3])[CH3:2].[NH4+:18].[OH-]. The catalyst is CCOCC.O. The product is [C:1]([C:5]1[CH:10]=[CH:9][C:8]([N+:11]([O-:13])=[O:12])=[CH:7][C:6]=1[S:14]([NH2:18])(=[O:16])=[O:15])([CH3:4])([CH3:3])[CH3:2]. The yield is 0.340. (5) The reactants are [Cl-].[Al+3].[Cl-].[Cl-].[NH:5]1[C:9]2=[C:10]([NH:14][C:15]([CH:17]3[CH2:19][CH2:18]3)=[O:16])[N:11]=[CH:12][CH:13]=[C:8]2[CH:7]=[CH:6]1.[Br:20][C:21]1[CH:29]=[C:28]([Cl:30])[C:24]([C:25](Cl)=[O:26])=[C:23]([Cl:31])[CH:22]=1.CO. The catalyst is ClCCl. The product is [Br:20][C:21]1[CH:22]=[C:23]([Cl:31])[C:24]([C:25]([C:7]2[C:8]3[C:9](=[C:10]([NH:14][C:15]([CH:17]4[CH2:18][CH2:19]4)=[O:16])[N:11]=[CH:12][CH:13]=3)[NH:5][CH:6]=2)=[O:26])=[C:28]([Cl:30])[CH:29]=1. The yield is 0.540. (6) The reactants are [OH-].[Na+].[N:3]1[C:12]2[C:7](=[CH:8][CH:9]=[CH:10][CH:11]=2)[CH:6]=[CH:5][C:4]=1[N:13]1[CH2:18][CH2:17][N:16]([CH:19]([CH3:27])[CH2:20][CH2:21][CH2:22][C:23]([O:25]C)=[O:24])[CH2:15][CH2:14]1.Cl. The catalyst is C(O)C. The product is [N:3]1[C:12]2[C:7](=[CH:8][CH:9]=[CH:10][CH:11]=2)[CH:6]=[CH:5][C:4]=1[N:13]1[CH2:14][CH2:15][N:16]([CH:19]([CH3:27])[CH2:20][CH2:21][CH2:22][C:23]([OH:25])=[O:24])[CH2:17][CH2:18]1. The yield is 0.890. (7) The reactants are [CH3:1][S:2](Cl)(=[O:4])=[O:3].[N+:6]([C:9]1[CH:10]=[C:11]2[C:17](=[CH:18][CH:19]=1)[CH:16]1[O:20][CH:12]2[CH2:13][NH:14][CH2:15]1)([O-:8])=[O:7].C(=O)([O-])[O-].[K+].[K+]. The catalyst is C1COCC1. The product is [CH3:1][S:2]([N:14]1[CH2:13][CH:12]2[O:20][CH:16]([C:17]3[C:11]2=[CH:10][C:9]([N+:6]([O-:8])=[O:7])=[CH:19][CH:18]=3)[CH2:15]1)(=[O:4])=[O:3]. The yield is 0.540.